This data is from Forward reaction prediction with 1.9M reactions from USPTO patents (1976-2016). The task is: Predict the product of the given reaction. Given the reactants C(OC([N:8]([CH2:26][C:27]([O:29][C:30]([CH3:33])(C)C)=[O:28])[C:9]1[CH:14]=[CH:13][CH:12]=[C:11]([CH2:15][NH:16][S:17]([C:20]2[CH:25]=[CH:24][CH:23]=[CH:22][N:21]=2)(=[O:19])=[O:18])[N:10]=1)=O)(C)(C)C.S(=O)(=O)(O)O.C(=O)(O)[O-].[Na+], predict the reaction product. The product is: [N:21]1[CH:22]=[CH:23][CH:24]=[CH:25][C:20]=1[S:17]([NH:16][CH2:15][C:11]1[N:10]=[C:9]([NH:8][CH2:26][C:27]([O:29][CH2:30][CH2:33][CH2:15][CH2:11][CH2:12][CH3:13])=[O:28])[CH:14]=[CH:13][CH:12]=1)(=[O:18])=[O:19].